Dataset: Full USPTO retrosynthesis dataset with 1.9M reactions from patents (1976-2016). Task: Predict the reactants needed to synthesize the given product. (1) Given the product [N:26]1([CH2:2][C:3]2[O:7][N:6]=[C:5]([C:8]3[CH:13]=[CH:12][C:11]([NH:14][C:15]([N:17]4[CH2:25][C:24]5[C:19](=[CH:20][CH:21]=[CH:22][CH:23]=5)[CH2:18]4)=[O:16])=[CH:10][CH:9]=3)[N:4]=2)[CH2:31][CH2:30][O:29][CH2:28][CH2:27]1, predict the reactants needed to synthesize it. The reactants are: Cl[CH2:2][C:3]1[O:7][N:6]=[C:5]([C:8]2[CH:13]=[CH:12][C:11]([NH:14][C:15]([N:17]3[CH2:25][C:24]4[C:19](=[CH:20][CH:21]=[CH:22][CH:23]=4)[CH2:18]3)=[O:16])=[CH:10][CH:9]=2)[N:4]=1.[NH:26]1[CH2:31][CH2:30][O:29][CH2:28][CH2:27]1. (2) Given the product [Cl:1][CH2:2][C@@:3]([C:15]1[CH:20]=[CH:19][C:18]([F:21])=[CH:17][C:16]=1[F:22])([OH:14])[C@H:4]([OH:6])[CH3:5], predict the reactants needed to synthesize it. The reactants are: [Cl:1][CH2:2][C:3]([C:15]1[CH:20]=[CH:19][C:18]([F:21])=[CH:17][C:16]=1[F:22])([OH:14])[CH:4]([O:6][Si](C(C)(C)C)(C)C)[CH3:5].CCCC[N+](CCCC)(CCCC)CCCC.[F-].O.C(OCC)(=O)C. (3) Given the product [OH:18][N:17]=[C:7]([C:1]1[CH:2]=[CH:3][CH:4]=[CH:5][CH:6]=1)[C:8]([C:10]1[CH:15]=[CH:14][C:13]([CH3:16])=[CH:12][CH:11]=1)=[O:9], predict the reactants needed to synthesize it. The reactants are: [C:1]1([CH2:7][C:8]([C:10]2[CH:15]=[CH:14][C:13]([CH3:16])=[CH:12][CH:11]=2)=[O:9])[CH:6]=[CH:5][CH:4]=[CH:3][CH:2]=1.[N:17](OC(C)(C)C)=[O:18].[O-]CC.[Na+].